This data is from Catalyst prediction with 721,799 reactions and 888 catalyst types from USPTO. The task is: Predict which catalyst facilitates the given reaction. (1) Reactant: [CH3:1][C:2]([O:5][C:6]([NH:8][C:9]([CH3:14])([C:11]([NH2:13])=O)[CH3:10])=[O:7])([CH3:4])[CH3:3].COC1C=CC(P2(SP(C3C=CC(OC)=CC=3)(=S)S2)=[S:24])=CC=1. Product: [NH2:13][C:11](=[S:24])[C:9]([NH:8][C:6](=[O:7])[O:5][C:2]([CH3:4])([CH3:3])[CH3:1])([CH3:14])[CH3:10]. The catalyst class is: 7. (2) The catalyst class is: 1. Product: [CH3:1][C:2]([S@@:5]([NH:7][CH:8]([C:10]1[C:11]([C:20]2[CH:25]=[CH:24][CH:23]=[CH:22][CH:21]=2)=[N:12][C:13]2[C:18]([CH:19]=1)=[CH:17][CH:16]=[CH:15][N:14]=2)[CH3:9])=[O:6])([CH3:3])[CH3:4]. Reactant: [CH3:1][C:2]([S@@:5](/[N:7]=[C:8](/[C:10]1[C:11]([C:20]2[CH:25]=[CH:24][CH:23]=[CH:22][CH:21]=2)=[N:12][C:13]2[C:18]([CH:19]=1)=[CH:17][CH:16]=[CH:15][N:14]=2)\[CH3:9])=[O:6])([CH3:4])[CH3:3].[BH4-].[Na+].